Dataset: NCI-60 drug combinations with 297,098 pairs across 59 cell lines. Task: Regression. Given two drug SMILES strings and cell line genomic features, predict the synergy score measuring deviation from expected non-interaction effect. (1) Drug 1: CC12CCC3C(C1CCC2O)C(CC4=C3C=CC(=C4)O)CCCCCCCCCS(=O)CCCC(C(F)(F)F)(F)F. Drug 2: C1=CN(C=N1)CC(O)(P(=O)(O)O)P(=O)(O)O. Cell line: OVCAR-5. Synergy scores: CSS=-7.99, Synergy_ZIP=9.49, Synergy_Bliss=4.93, Synergy_Loewe=-3.66, Synergy_HSA=-6.87. (2) Drug 1: C1=CC(=CC=C1CCCC(=O)O)N(CCCl)CCCl. Drug 2: C1C(C(OC1N2C=NC3=C2NC=NCC3O)CO)O. Cell line: UACC62. Synergy scores: CSS=25.5, Synergy_ZIP=-10.1, Synergy_Bliss=-7.29, Synergy_Loewe=-10.9, Synergy_HSA=-7.06. (3) Synergy scores: CSS=49.2, Synergy_ZIP=1.22, Synergy_Bliss=1.22, Synergy_Loewe=5.31, Synergy_HSA=5.86. Drug 1: COC1=C(C=C2C(=C1)N=CN=C2NC3=CC(=C(C=C3)F)Cl)OCCCN4CCOCC4. Drug 2: CCC1(CC2CC(C3=C(CCN(C2)C1)C4=CC=CC=C4N3)(C5=C(C=C6C(=C5)C78CCN9C7C(C=CC9)(C(C(C8N6C)(C(=O)OC)O)OC(=O)C)CC)OC)C(=O)OC)O.OS(=O)(=O)O. Cell line: NCI-H322M. (4) Drug 1: CCCS(=O)(=O)NC1=C(C(=C(C=C1)F)C(=O)C2=CNC3=C2C=C(C=N3)C4=CC=C(C=C4)Cl)F. Drug 2: CC1=C2C(C(=O)C3(C(CC4C(C3C(C(C2(C)C)(CC1OC(=O)C(C(C5=CC=CC=C5)NC(=O)OC(C)(C)C)O)O)OC(=O)C6=CC=CC=C6)(CO4)OC(=O)C)O)C)O. Cell line: MDA-MB-435. Synergy scores: CSS=48.6, Synergy_ZIP=-4.48, Synergy_Bliss=-7.02, Synergy_Loewe=-20.5, Synergy_HSA=-3.78. (5) Drug 1: CC1CCC2CC(C(=CC=CC=CC(CC(C(=O)C(C(C(=CC(C(=O)CC(OC(=O)C3CCCCN3C(=O)C(=O)C1(O2)O)C(C)CC4CCC(C(C4)OC)OCCO)C)C)O)OC)C)C)C)OC. Drug 2: B(C(CC(C)C)NC(=O)C(CC1=CC=CC=C1)NC(=O)C2=NC=CN=C2)(O)O. Cell line: SK-OV-3. Synergy scores: CSS=38.1, Synergy_ZIP=-5.80, Synergy_Bliss=-4.66, Synergy_Loewe=-3.73, Synergy_HSA=-3.02. (6) Drug 1: CCC1=CC2CC(C3=C(CN(C2)C1)C4=CC=CC=C4N3)(C5=C(C=C6C(=C5)C78CCN9C7C(C=CC9)(C(C(C8N6C)(C(=O)OC)O)OC(=O)C)CC)OC)C(=O)OC. Drug 2: C1CC(CNC1)C2=CC=C(C=C2)N3C=C4C=CC=C(C4=N3)C(=O)N. Cell line: SK-OV-3. Synergy scores: CSS=33.7, Synergy_ZIP=0.269, Synergy_Bliss=-0.266, Synergy_Loewe=-31.3, Synergy_HSA=1.74. (7) Drug 1: C1CCC(CC1)NC(=O)N(CCCl)N=O. Drug 2: C1CN(CCN1C(=O)CCBr)C(=O)CCBr. Cell line: HCT-15. Synergy scores: CSS=54.3, Synergy_ZIP=0.638, Synergy_Bliss=6.25, Synergy_Loewe=0.589, Synergy_HSA=5.99.